Dataset: Catalyst prediction with 721,799 reactions and 888 catalyst types from USPTO. Task: Predict which catalyst facilitates the given reaction. Reactant: C[C:2]1[CH:7]=[CH:6][C:5]([NH:8][C:9]2[N:14]=[C:13]([C:15]3[CH:16]=[N:17][CH:18]=[CH:19][CH:20]=3)[CH:12]=[CH:11][N:10]=2)=[CH:4][C:3]=1[NH2:21].C[O:23][C:24](=O)[C:25]1[CH:30]=[CH:29][C:28]([CH2:31][N:32]2[CH2:37][CH2:36][N:35]([CH3:38])[CH2:34][CH2:33]2)=[CH:27][CH:26]=1.[CH3:40][O-].[Na+]. Product: [CH3:40][C:6]1[CH:7]=[CH:2][C:3]([NH:21][C:24]([C:25]2[CH:30]=[CH:29][C:28]([CH2:31][N:32]3[CH2:33][CH2:34][N:35]([CH3:38])[CH2:36][CH2:37]3)=[CH:27][CH:26]=2)=[O:23])=[CH:4][C:5]=1[NH:8][C:9]1[N:10]=[CH:11][CH:12]=[C:13]([C:15]2[CH:20]=[CH:19][CH:18]=[N:17][CH:16]=2)[N:14]=1. The catalyst class is: 83.